Dataset: Catalyst prediction with 721,799 reactions and 888 catalyst types from USPTO. Task: Predict which catalyst facilitates the given reaction. The catalyst class is: 43. Product: [O:1]1[C:6]2[CH:7]=[CH:8][C:9]([CH2:11][N:12]([CH:20]3[CH2:25][CH2:24][N:23]([CH2:26][CH2:27][N:28]4[C:37]5[C:32](=[C:33]([NH2:38])[CH:34]=[CH:35][CH:36]=5)[CH:31]=[CH:30][C:29]4=[O:41])[CH2:22][CH2:21]3)[C:13](=[O:19])[O:14][C:15]([CH3:18])([CH3:17])[CH3:16])=[CH:10][C:5]=2[O:4][CH2:3][CH2:2]1. Reactant: [O:1]1[C:6]2[CH:7]=[CH:8][C:9]([CH2:11][N:12]([CH:20]3[CH2:25][CH2:24][N:23]([CH2:26][CH2:27][N:28]4[C:37]5[C:32](=[C:33]([N+:38]([O-])=O)[CH:34]=[CH:35][CH:36]=5)[CH:31]=[CH:30][C:29]4=[O:41])[CH2:22][CH2:21]3)[C:13](=[O:19])[O:14][C:15]([CH3:18])([CH3:17])[CH3:16])=[CH:10][C:5]=2[O:4][CH2:3][CH2:2]1.